This data is from Forward reaction prediction with 1.9M reactions from USPTO patents (1976-2016). The task is: Predict the product of the given reaction. (1) Given the reactants [CH2:1]([N:5]([CH2:33][CH:34]([CH3:36])[CH3:35])[C:6]1[CH:11]=[CH:10][C:9]([C@H:12]([CH3:18])[CH2:13][C:14]([O:16]C)=[O:15])=[CH:8][C:7]=1[NH:19][C:20]([NH:22][C:23]1[CH:24]=[C:25]2[C:30](=[CH:31][CH:32]=1)[N:29]=[CH:28][CH:27]=[N:26]2)=[O:21])[CH:2]([CH3:4])[CH3:3].[OH-].[Li+].Cl, predict the reaction product. The product is: [CH2:1]([N:5]([CH2:33][CH:34]([CH3:36])[CH3:35])[C:6]1[CH:11]=[CH:10][C:9]([C@H:12]([CH3:18])[CH2:13][C:14]([OH:16])=[O:15])=[CH:8][C:7]=1[NH:19][C:20]([NH:22][C:23]1[CH:24]=[C:25]2[C:30](=[CH:31][CH:32]=1)[N:29]=[CH:28][CH:27]=[N:26]2)=[O:21])[CH:2]([CH3:4])[CH3:3]. (2) Given the reactants [CH3:1][CH2:2][CH2:3][S:4]([NH:7][C:8]1[CH:9]=[CH:10][C:11]([F:33])=[C:12]([C:15]([C:17]2[C:21]3[CH:22]=[C:23]([C:26]4[CH:27]=[CH:28][C:29]([Cl:32])=[CH:30][CH:31]=4)[CH:24]=[N:25][C:20]=3[NH:19][CH:18]=2)=[O:16])[C:13]=1[F:14])(=[O:6])=[O:5].[OH-].[OH:35][CH2:36][CH2:37][N+:38]([CH3:41])([CH3:40])[CH3:39].CO.C(O)C, predict the reaction product. The product is: [CH3:1][CH2:2][CH2:3][S:4]([NH:7][C:8]1[CH:9]=[CH:10][C:11]([F:33])=[C:12]([C:15]([C:17]2[C:21]3[CH:22]=[C:23]([C:26]4[CH:27]=[CH:28][C:29]([Cl:32])=[CH:30][CH:31]=4)[CH:24]=[N:25][C:20]=3[NH:19][CH:18]=2)=[O:16])[C:13]=1[F:14])(=[O:6])=[O:5].[OH:35][CH2:36][CH2:37][N+:38]([CH3:41])([CH3:40])[CH3:39]. (3) Given the reactants [OH:1]O.[Cl:3][C:4]1[CH:5]=[C:6]([CH:22]=[CH:23][C:24]=1[Cl:25])[CH2:7][NH:8][C:9]1[C:18]2[C:13](=[C:14]([S:19][CH3:20])[CH:15]=[CH:16][CH:17]=2)[N:12]=[C:11]([CH3:21])[CH:10]=1, predict the reaction product. The product is: [Cl:3][C:4]1[CH:5]=[C:6]([CH:22]=[CH:23][C:24]=1[Cl:25])[CH2:7][NH:8][C:9]1[C:18]2[C:13](=[C:14]([S:19]([CH3:20])=[O:1])[CH:15]=[CH:16][CH:17]=2)[N:12]=[C:11]([CH3:21])[CH:10]=1. (4) Given the reactants Cl.[NH2:2][CH2:3][CH2:4][NH:5][C:6](=[O:31])[CH2:7][CH2:8][C:9]1[CH:13]=[C:12]([C:14]2[CH:19]=[CH:18][C:17]([CH3:20])=[CH:16][CH:15]=2)[N:11]([C:21]2[CH:26]=[CH:25][C:24]([S:27](=[O:30])(=[O:29])[NH2:28])=[CH:23][CH:22]=2)[N:10]=1.C(N(CC)C(C)C)(C)C, predict the reaction product. The product is: [NH2:2][CH2:3][CH2:4][NH:5][C:6](=[O:31])[CH2:7][CH2:8][C:9]1[CH:13]=[C:12]([C:14]2[CH:15]=[CH:16][C:17]([CH3:20])=[CH:18][CH:19]=2)[N:11]([C:21]2[CH:26]=[CH:25][C:24]([S:27](=[O:29])(=[O:30])[NH2:28])=[CH:23][CH:22]=2)[N:10]=1. (5) Given the reactants [Cl:1][C:2]1[CH:11]=[C:10]2[C:5]([C:6]([NH:12][CH:13]3[CH2:18][CH2:17][CH2:16][CH:15]([NH2:19])[CH2:14]3)=[CH:7][CH:8]=[N:9]2)=[CH:4][CH:3]=1.[CH3:20][C:21]([CH3:23])=O.C(O)(=O)C.C(O[BH-](OC(=O)C)OC(=O)C)(=O)C.[Na+], predict the reaction product. The product is: [Cl:1][C:2]1[CH:11]=[C:10]2[C:5]([C:6]([NH:12][CH:13]3[CH2:18][CH2:17][CH2:16][CH:15]([NH:19][CH:21]([CH3:23])[CH3:20])[CH2:14]3)=[CH:7][CH:8]=[N:9]2)=[CH:4][CH:3]=1. (6) Given the reactants [OH:1][C:2]1[C:3](=[O:17])[NH:4][C:5]([CH3:16])=[N:6][C:7]=1[N:8]=NC1C=CC=CC=1.[Na], predict the reaction product. The product is: [NH2:8][C:7]1[N:6]=[C:5]([CH3:16])[NH:4][C:3](=[O:17])[C:2]=1[OH:1]. (7) Given the reactants [NH2:1][C@@H:2]1[CH2:7][CH2:6][CH2:5][N:4]([C:8]([O:10][C:11]([CH3:14])([CH3:13])[CH3:12])=[O:9])[CH2:3]1.[S:15]1[CH:19]=[CH:18][N:17]=[C:16]1[C:20](O)=[O:21].CN(C(ON1N=NC2C=CC=NC1=2)=[N+](C)C)C.F[P-](F)(F)(F)(F)F.CCN(C(C)C)C(C)C, predict the reaction product. The product is: [S:15]1[CH:19]=[CH:18][N:17]=[C:16]1[C:20]([NH:1][C@@H:2]1[CH2:7][CH2:6][CH2:5][N:4]([C:8]([O:10][C:11]([CH3:14])([CH3:13])[CH3:12])=[O:9])[CH2:3]1)=[O:21]. (8) Given the reactants N[C@H](CCC1C=CC=CC=1)CO.[C:13]([O:17][C:18](=[O:44])[N:19]([CH2:31][CH2:32][C:33](=[O:43])[NH:34]OCC1C=CC=CC=1)[C@H:20]([CH2:23][CH2:24][C:25]1[CH:30]=[CH:29][CH:28]=[CH:27][CH:26]=1)[CH2:21]O)([CH3:16])([CH3:15])[CH3:14].C(OC(N1CCC(=O)N(OCC2C=CC=CC=2)C[C@H]1CCC1C=CC=CC=1)=O)(C)(C)C, predict the reaction product. The product is: [C:13]([O:17][C:18]([N:19]1[CH2:31][CH2:32][C:33](=[O:43])[NH:34][CH2:21][C@H:20]1[CH2:23][CH2:24][C:25]1[CH:30]=[CH:29][CH:28]=[CH:27][CH:26]=1)=[O:44])([CH3:16])([CH3:15])[CH3:14]. (9) The product is: [Cl:1][C:2]1[N:7]=[C:6]([NH:8][CH3:9])[N:5]=[C:4]([N:10]2[CH2:11][CH2:12][CH:13]([C:16]([NH:28][CH2:27][C:22]3[CH:23]=[CH:24][CH:25]=[CH:26][C:21]=3[C:20]([F:19])([F:29])[F:30])=[O:18])[CH2:14][CH2:15]2)[N:3]=1. Given the reactants [Cl:1][C:2]1[N:7]=[C:6]([NH:8][CH3:9])[N:5]=[C:4]([N:10]2[CH2:15][CH2:14][CH:13]([C:16]([OH:18])=O)[CH2:12][CH2:11]2)[N:3]=1.[F:19][C:20]([F:30])([F:29])[C:21]1[CH:26]=[CH:25][CH:24]=[CH:23][C:22]=1[CH2:27][NH2:28].CCN=C=NCCCN(C)C.C1C=CC2N(O)N=NC=2C=1.C(N(C(C)C)CC)(C)C, predict the reaction product.